Dataset: Forward reaction prediction with 1.9M reactions from USPTO patents (1976-2016). Task: Predict the product of the given reaction. (1) Given the reactants C(O)(C(F)(F)F)=O.C([O:12][C:13]([CH:15]1[CH2:20][CH2:19][N:18]([C:21]2[N:26]=[C:25]([S:27][CH3:28])[C:24]([C:29]([C:31]([CH2:46][CH2:47][CH3:48])(C(OC(C)(C)C)=O)[C:32]([O:34]C(C)(C)C)=[O:33])=[O:30])=[CH:23][C:22]=2[C:49]#[N:50])[CH2:17][CH2:16]1)=[O:14])(C)(C)C, predict the reaction product. The product is: [C:32]([CH:31]([CH2:46][CH2:47][CH3:48])[C:29]([C:24]1[CH:23]=[C:22]([C:49]#[N:50])[C:21]([N:18]2[CH2:19][CH2:20][CH:15]([C:13]([OH:14])=[O:12])[CH2:16][CH2:17]2)=[N:26][C:25]=1[S:27][CH3:28])=[O:30])([OH:34])=[O:33]. (2) Given the reactants [C:1]([C:3]1[CH:4]=[C:5]([NH:9][C:10]([C:12]2[C:16]([CH3:17])=[N:15][O:14][N:13]=2)=O)[CH:6]=[CH:7][CH:8]=1)#[N:2].P(Cl)(Cl)(Cl)(Cl)Cl.[NH2:24][OH:25], predict the reaction product. The product is: [C:1]([C:3]1[CH:4]=[C:5]([NH:9][C:10]([C:12]2[C:16]([CH3:17])=[N:15][O:14][N:13]=2)=[N:24][OH:25])[CH:6]=[CH:7][CH:8]=1)#[N:2]. (3) Given the reactants [OH:1][C@H:2]([C@@H:14]([NH:19][C:20](=[O:43])[O:21][C@H:22]([CH2:27][N:28]1[CH:32]=[CH:31][C:30]([C:33]2[CH:38]=[CH:37][C:36]([C:39]([F:42])([F:41])[F:40])=[CH:35][CH:34]=2)=[N:29]1)[C:23]([CH3:26])([CH3:25])[CH3:24])[CH2:15][CH2:16][CH2:17][CH3:18])[CH2:3][NH:4][S:5]([C:8]1[CH:13]=[CH:12][CH:11]=[CH:10][N:9]=1)(=[O:7])=[O:6].O[C@@H]([C@@H](NC(=O)O[C@H](CN1C=CC(C2C=CC(C(F)(F)F)=CC=2)=N1)C(C)(C)C)CCCC)CNS(C1C=CC=CN=1)(=O)=O, predict the reaction product. The product is: [N:9]1[CH:10]=[CH:11][CH:12]=[CH:13][C:8]=1[S:5]([NH:4][CH2:3][C:2]([C@@H:14]([NH:19][C:20](=[O:43])[O:21][C@H:22]([CH2:27][N:28]1[CH:32]=[CH:31][C:30]([C:33]2[CH:38]=[CH:37][C:36]([C:39]([F:42])([F:40])[F:41])=[CH:35][CH:34]=2)=[N:29]1)[C:23]([CH3:25])([CH3:26])[CH3:24])[CH2:15][CH2:16][CH2:17][CH3:18])=[O:1])(=[O:6])=[O:7]. (4) Given the reactants [Cl:1][C:2]1[CH:16]=[CH:15][C:5]([CH:6](O)[C:7]2[CH:12]=[CH:11][C:10]([Cl:13])=[CH:9][CH:8]=2)=[CH:4][CH:3]=1.C([Br:20])(=O)C, predict the reaction product. The product is: [Cl:1][C:2]1[CH:16]=[CH:15][C:5]([CH:6]([Br:20])[C:7]2[CH:12]=[CH:11][C:10]([Cl:13])=[CH:9][CH:8]=2)=[CH:4][CH:3]=1.